This data is from Reaction yield outcomes from USPTO patents with 853,638 reactions. The task is: Predict the reaction yield, written as a fraction of the theoretical maximum amount of product (1.0 means a 100% yield; for example, 0.34 means a 34% yield). (1) The reactants are Br[C:2]1[CH:7]=[CH:6][CH:5]=[C:4]([CH2:8][F:9])[N:3]=1.[CH2:10]([N:14]1[CH:22]=[C:21]2[C:16]([CH:17]=[CH:18][CH:19]=[C:20]2[Cl:23])=[N:15]1)[CH2:11][C:12]#[CH:13]. No catalyst specified. The product is [Cl:23][C:20]1[C:21]2[C:16]([CH:17]=[CH:18][CH:19]=1)=[N:15][N:14]([CH2:10][CH2:11][C:12]#[C:13][C:2]1[CH:7]=[CH:6][CH:5]=[C:4]([CH2:8][F:9])[N:3]=1)[CH:22]=2. The yield is 0.700. (2) The reactants are [N:1]1[CH:6]=[CH:5][CH:4]=[CH:3][C:2]=1[C:7]1[O:11][CH:10]=[N:9][CH:8]=1.[CH2:12]([O:20][CH2:21][CH2:22][CH2:23][C:24](O)=[O:25])[CH2:13][C:14]1[CH:19]=[CH:18][CH:17]=[CH:16][CH:15]=1. The catalyst is CO.C(Cl)Cl. The product is [CH2:12]([O:20][CH2:21][CH2:22][CH2:23][C:24]([C:10]1[O:11][C:7]([C:2]2[CH:3]=[CH:4][CH:5]=[CH:6][N:1]=2)=[CH:8][N:9]=1)=[O:25])[CH2:13][C:14]1[CH:19]=[CH:18][CH:17]=[CH:16][CH:15]=1. The yield is 0.230. (3) The product is [CH3:7][O:8][C:9]1[CH:18]=[C:17]([O:19][CH3:20])[CH:16]=[C:15]2[C:10]=1[C:11](=[O:34])[NH:12][C:13]([C:21]1[C:26]([NH:27][CH:28]3[CH2:33][CH2:32][N:31]([C:2]([NH:1][CH:4]([CH3:6])[CH3:5])=[O:3])[CH2:30][CH2:29]3)=[CH:25][CH:24]=[CH:23][N:22]=1)=[N:14]2. The yield is 0.710. The catalyst is C1COCC1. The reactants are [N:1]([CH:4]([CH3:6])[CH3:5])=[C:2]=[O:3].[CH3:7][O:8][C:9]1[CH:18]=[C:17]([O:19][CH3:20])[CH:16]=[C:15]2[C:10]=1[C:11](=[O:34])[NH:12][C:13]([C:21]1[C:26]([NH:27][CH:28]3[CH2:33][CH2:32][NH:31][CH2:30][CH2:29]3)=[CH:25][CH:24]=[CH:23][N:22]=1)=[N:14]2.C(N(CC)CC)C.